Dataset: NCI-60 drug combinations with 297,098 pairs across 59 cell lines. Task: Regression. Given two drug SMILES strings and cell line genomic features, predict the synergy score measuring deviation from expected non-interaction effect. (1) Drug 1: CN1CCC(CC1)COC2=C(C=C3C(=C2)N=CN=C3NC4=C(C=C(C=C4)Br)F)OC. Drug 2: CC1=C(C(=CC=C1)Cl)NC(=O)C2=CN=C(S2)NC3=CC(=NC(=N3)C)N4CCN(CC4)CCO. Cell line: HOP-92. Synergy scores: CSS=35.9, Synergy_ZIP=7.76, Synergy_Bliss=10.7, Synergy_Loewe=13.5, Synergy_HSA=14.0. (2) Drug 1: CC1C(C(CC(O1)OC2CC(CC3=C2C(=C4C(=C3O)C(=O)C5=C(C4=O)C(=CC=C5)OC)O)(C(=O)C)O)N)O.Cl. Drug 2: C(CCl)NC(=O)N(CCCl)N=O. Cell line: HCC-2998. Synergy scores: CSS=0.970, Synergy_ZIP=-2.32, Synergy_Bliss=0.743, Synergy_Loewe=-20.2, Synergy_HSA=-2.11. (3) Drug 1: CC12CCC3C(C1CCC2=O)CC(=C)C4=CC(=O)C=CC34C. Drug 2: C1CN(CCN1C(=O)CCBr)C(=O)CCBr. Cell line: IGROV1. Synergy scores: CSS=47.7, Synergy_ZIP=-5.13, Synergy_Bliss=-2.30, Synergy_Loewe=-3.14, Synergy_HSA=0.232. (4) Drug 1: CN1C(=O)N2C=NC(=C2N=N1)C(=O)N. Drug 2: CC1CCC2CC(C(=CC=CC=CC(CC(C(=O)C(C(C(=CC(C(=O)CC(OC(=O)C3CCCCN3C(=O)C(=O)C1(O2)O)C(C)CC4CCC(C(C4)OC)O)C)C)O)OC)C)C)C)OC. Cell line: NCI-H322M. Synergy scores: CSS=-4.93, Synergy_ZIP=4.64, Synergy_Bliss=0.0934, Synergy_Loewe=-10.4, Synergy_HSA=-8.82. (5) Synergy scores: CSS=1.22, Synergy_ZIP=-2.63, Synergy_Bliss=-4.75, Synergy_Loewe=-5.13, Synergy_HSA=-5.12. Cell line: NCIH23. Drug 1: CN1C(=O)N2C=NC(=C2N=N1)C(=O)N. Drug 2: CC1=C2C(C(=O)C3(C(CC4C(C3C(C(C2(C)C)(CC1OC(=O)C(C(C5=CC=CC=C5)NC(=O)OC(C)(C)C)O)O)OC(=O)C6=CC=CC=C6)(CO4)OC(=O)C)O)C)O. (6) Drug 1: C1CCN(CC1)CCOC2=CC=C(C=C2)C(=O)C3=C(SC4=C3C=CC(=C4)O)C5=CC=C(C=C5)O. Drug 2: CCC1(C2=C(COC1=O)C(=O)N3CC4=CC5=C(C=CC(=C5CN(C)C)O)N=C4C3=C2)O.Cl. Cell line: NCI-H322M. Synergy scores: CSS=1.93, Synergy_ZIP=2.80, Synergy_Bliss=5.21, Synergy_Loewe=1.23, Synergy_HSA=0.0116.